Dataset: Forward reaction prediction with 1.9M reactions from USPTO patents (1976-2016). Task: Predict the product of the given reaction. Given the reactants [C:1]([O:5][C:6]([N:8]1[CH2:13][CH2:12][CH:11]([N:14]2[C:22](=[O:23])[C:21]3[C:20]([C:24](O)=[O:25])=[CH:19][CH:18]=[CH:17][C:16]=3[CH2:15]2)[CH2:10][CH2:9]1)=[O:7])([CH3:4])([CH3:3])[CH3:2].C[N:28](C)C=O.C(N(C(C)C)CC)(C)C, predict the reaction product. The product is: [C:1]([O:5][C:6]([N:8]1[CH2:13][CH2:12][CH:11]([N:14]2[CH2:15][C:16]3[C:21](=[C:20]([C:24](=[O:25])[NH2:28])[CH:19]=[CH:18][CH:17]=3)[C:22]2=[O:23])[CH2:10][CH2:9]1)=[O:7])([CH3:3])([CH3:2])[CH3:4].